Dataset: Forward reaction prediction with 1.9M reactions from USPTO patents (1976-2016). Task: Predict the product of the given reaction. (1) The product is: [Cl:9][C:26]1([C:35]2[C:36]([O:41][CH2:42][CH3:43])=[N:37][CH:38]=[CH:39][CH:40]=2)[C:27]2[C:32](=[CH:31][CH:30]=[C:29]([I:33])[CH:28]=2)[N:24]([S:21]([C:14]2[CH:15]=[CH:16][C:17]([O:19][CH3:20])=[CH:18][C:13]=2[O:12][CH3:11])(=[O:23])=[O:22])[C:25]1=[O:44]. Given the reactants N1C=CC=CC=1.S(Cl)([Cl:9])=O.[CH3:11][O:12][C:13]1[CH:18]=[C:17]([O:19][CH3:20])[CH:16]=[CH:15][C:14]=1[S:21]([N:24]1[C:32]2[C:27](=[CH:28][C:29]([I:33])=[CH:30][CH:31]=2)[C:26]([C:35]2[C:36]([O:41][CH2:42][CH3:43])=[N:37][CH:38]=[CH:39][CH:40]=2)(O)[C:25]1=[O:44])(=[O:23])=[O:22], predict the reaction product. (2) Given the reactants Cl.[Cl:2][C:3]1[CH:8]=[C:7]([CH3:9])[CH:6]=[CH:5][C:4]=1[NH:10][NH2:11].C([O-])([O-])=O.[K+].[K+].[C:18]([O:22][C:23](O[C:23]([O:22][C:18]([CH3:21])([CH3:20])[CH3:19])=[O:24])=[O:24])([CH3:21])([CH3:20])[CH3:19], predict the reaction product. The product is: [C:18]([O:22][C:23]([NH:11][NH:10][C:4]1[CH:5]=[CH:6][C:7]([CH3:9])=[CH:8][C:3]=1[Cl:2])=[O:24])([CH3:21])([CH3:20])[CH3:19]. (3) Given the reactants C([O:5][C:6](=[O:15])[CH2:7][O:8][C:9]1[CH:14]=[CH:13][CH:12]=[CH:11][N:10]=1)(C)(C)C.[ClH:16], predict the reaction product. The product is: [ClH:16].[N:10]1[CH:11]=[CH:12][CH:13]=[CH:14][C:9]=1[O:8][CH2:7][C:6]([OH:15])=[O:5].